Dataset: Retrosynthesis with 50K atom-mapped reactions and 10 reaction types from USPTO. Task: Predict the reactants needed to synthesize the given product. (1) Given the product CC(=O)Nc1cc(Cl)ccc1/C=C/C(=O)N1CCN(Cc2ccc(F)cc2)C[C@H]1CO, predict the reactants needed to synthesize it. The reactants are: CC(=O)Nc1cc(Cl)ccc1/C=C/C(=O)O.OC[C@@H]1CN(Cc2ccc(F)cc2)CCN1. (2) Given the product [NH3+]CCC[P+](c1ccccc1)(c1ccccc1)c1ccccc1, predict the reactants needed to synthesize it. The reactants are: CC(C)(C)OC(=O)NCCC[P+](c1ccccc1)(c1ccccc1)c1ccccc1.